Predict the product of the given reaction. From a dataset of Forward reaction prediction with 1.9M reactions from USPTO patents (1976-2016). (1) Given the reactants CS(O[CH2:6][CH2:7][C@H:8]1[C:13]2[CH:14]=[CH:15][C:16]([C:18]3[CH:19]=[N:20][CH:21]=[CH:22][CH:23]=3)=[CH:17][C:12]=2[CH2:11][CH2:10][O:9]1)(=O)=O.[C:24]([C:26]1[CH:27]=[C:28]2[C:33](=[CH:34][CH:35]=1)[C:32]([N:36]1[CH2:41][CH2:40][NH:39][C@H:38]([CH3:42])[CH2:37]1)=[CH:31][CH:30]=[CH:29]2)#[N:25], predict the reaction product. The product is: [C:24]([C:26]1[CH:27]=[C:28]2[C:33](=[CH:34][CH:35]=1)[C:32]([N:36]1[CH2:41][CH2:40][N:39]([CH2:6][CH2:7][C@H:8]3[C:13]4[CH:14]=[CH:15][C:16]([C:18]5[CH:19]=[N:20][CH:21]=[CH:22][CH:23]=5)=[CH:17][C:12]=4[CH2:11][CH2:10][O:9]3)[C@H:38]([CH3:42])[CH2:37]1)=[CH:31][CH:30]=[CH:29]2)#[N:25]. (2) Given the reactants [O:1]1[CH2:4][CH:3]([NH:5][C:6]2[CH:7]=[N:8][CH:9]=[CH:10][C:11]=2[C:12]2[CH:17]=[CH:16][CH:15]=[CH:14][C:13]=2[CH3:18])[CH2:2]1.[F:19][C:20]([F:35])([F:34])[C:21]1[CH:22]=[C:23]([CH:27]=[C:28]([C:30]([F:33])([F:32])[F:31])[CH:29]=1)[C:24](Cl)=[O:25], predict the reaction product. The product is: [O:1]1[CH2:2][CH:3]([N:5]([C:6]2[CH:7]=[N:8][CH:9]=[CH:10][C:11]=2[C:12]2[CH:17]=[CH:16][CH:15]=[CH:14][C:13]=2[CH3:18])[C:24](=[O:25])[C:23]2[CH:27]=[C:28]([C:30]([F:31])([F:32])[F:33])[CH:29]=[C:21]([C:20]([F:19])([F:34])[F:35])[CH:22]=2)[CH2:4]1. (3) Given the reactants Cl[C:2]1[CH:3]=[C:4]([CH2:8][CH2:9][CH2:10][N:11]([C@H:25]2[CH2:30][CH2:29][C@H:28](C)[CH2:27][CH2:26]2)[C:12](=[O:24])[NH:13][C:14]2[S:15][C:16]([S:19][CH2:20][C:21]([OH:23])=[O:22])=[CH:17][N:18]=2)[CH:5]=[CH:6][CH:7]=1.[CH3:32][O:33][C@H]1CC[C@H](N)CC1.C1(CCC(O)=O)C=CC=CC=1.C(OC(=O)CSC1SC(N)=NC=1)C, predict the reaction product. The product is: [CH3:32][O:33][C@H:28]1[CH2:29][CH2:30][C@H:25]([N:11]([CH2:10][CH2:9][CH2:8][C:4]2[CH:3]=[CH:2][CH:7]=[CH:6][CH:5]=2)[C:12](=[O:24])[NH:13][C:14]2[S:15][C:16]([S:19][CH2:20][C:21]([OH:23])=[O:22])=[CH:17][N:18]=2)[CH2:26][CH2:27]1. (4) Given the reactants [CH2:1]([C:3]1[N:7]([C:8]2[CH:13]=[CH:12][CH:11]=[CH:10][C:9]=2[F:14])[N:6]=[N:5][C:4]=1[C:15]([OH:17])=O)[CH3:2].[F:18][C:19]1[CH:24]=[CH:23][C:22]([F:25])=[CH:21][C:20]=1[C:26](=[N:28]O)[NH2:27], predict the reaction product. The product is: [F:18][C:19]1[CH:24]=[CH:23][C:22]([F:25])=[CH:21][C:20]=1[C:26]1[N:28]=[C:15]([C:4]2[N:5]=[N:6][N:7]([C:8]3[CH:13]=[CH:12][CH:11]=[CH:10][C:9]=3[F:14])[C:3]=2[CH2:1][CH3:2])[O:17][N:27]=1. (5) The product is: [Cl:1][C:2]1[CH:7]=[C:6]([C:27]2[C:26]([CH3:38])=[N:25][N:24]([CH3:23])[CH:28]=2)[N:5]=[CH:4][C:3]=1[CH2:9][NH:10][C:11]1[C:16]([F:17])=[C:15]([O:18][CH3:19])[CH:14]=[C:13]([O:20][CH3:21])[C:12]=1[F:22]. Given the reactants [Cl:1][C:2]1[CH:7]=[C:6](Cl)[N:5]=[CH:4][C:3]=1[CH2:9][NH:10][C:11]1[C:16]([F:17])=[C:15]([O:18][CH3:19])[CH:14]=[C:13]([O:20][CH3:21])[C:12]=1[F:22].[CH3:23][N:24]1[CH:28]=[C:27](B2OC(C)(C)C(C)(C)O2)[C:26]([CH3:38])=[N:25]1.C(=O)([O-])[O-].[K+].[K+], predict the reaction product. (6) Given the reactants [Br:1][C:2]1[CH:3]=[N:4][C:5]2[N:6]([N:8]=[C:9]([C:11]([OH:13])=O)[CH:10]=2)[CH:7]=1.[Br:14][C:15]1[N:19]2[CH2:20][CH2:21][NH:22][CH:23]([CH3:24])[C:18]2=[CH:17][CH:16]=1, predict the reaction product. The product is: [Br:14][C:15]1[N:19]2[CH2:20][CH2:21][N:22]([C:11]([C:9]3[CH:10]=[C:5]4[N:4]=[CH:3][C:2]([Br:1])=[CH:7][N:6]4[N:8]=3)=[O:13])[CH:23]([CH3:24])[C:18]2=[CH:17][CH:16]=1.